From a dataset of Forward reaction prediction with 1.9M reactions from USPTO patents (1976-2016). Predict the product of the given reaction. (1) Given the reactants [CH2:1]1[N:5]2[C:6]3[C:11]([CH:12]=[CH:13][C:4]2=[N:3][CH2:2]1)=[CH:10][C:9]([S:14][C:15]1[CH:16]=[C:17]([C:21]2([OH:27])[CH2:26][CH2:25][O:24][CH2:23][CH2:22]2)[CH:18]=[CH:19][CH:20]=1)=[CH:8][CH:7]=3.[H-].[Na+].[CH3:30]N(C=O)C, predict the reaction product. The product is: [CH3:30][O:27][C:21]1([C:17]2[CH:16]=[C:15]([S:14][C:9]3[CH:10]=[C:11]4[C:6](=[CH:7][CH:8]=3)[N:5]3[CH2:1][CH2:2][N:3]=[C:4]3[CH:13]=[CH:12]4)[CH:20]=[CH:19][CH:18]=2)[CH2:22][CH2:23][O:24][CH2:25][CH2:26]1. (2) The product is: [F:1][C:2]1[CH:17]=[CH:16][C:5]([O:6][C:7]2[S:11][C:10]3=[N:12][CH:13]=[C:14]([C:22]4[CH:23]=[CH:24][C:19]([OH:18])=[CH:20][CH:21]=4)[N:9]3[N:8]=2)=[CH:4][CH:3]=1. Given the reactants [F:1][C:2]1[CH:17]=[CH:16][C:5]([O:6][C:7]2[S:11][C:10]3=[N:12][CH:13]=[C:14](I)[N:9]3[N:8]=2)=[CH:4][CH:3]=1.[OH:18][C:19]1[CH:24]=[CH:23][C:22](B(O)O)=[CH:21][CH:20]=1.C(=O)([O-])[O-].[Cs+].[Cs+].O, predict the reaction product. (3) Given the reactants [C:1]([C:5]1[CH:6]=[C:7]([NH:49][S:50]([CH3:53])(=[O:52])=[O:51])[C:8]([O:47][CH3:48])=[C:9]([NH:11][C:12]([C:14]2[N:15]([CH3:46])[C:16]3[C:21]([CH:22]=2)=[CH:20][CH:19]=[CH:18][C:17]=3[CH2:23][N:24]2[CH2:29][CH2:28][N:27]([C:30](=[O:45])[CH2:31][N:32]3[CH2:37][CH2:36][N:35](C(OC(C)(C)C)=O)[CH2:34][CH2:33]3)[CH2:26][CH2:25]2)=[O:13])[CH:10]=1)([CH3:4])([CH3:3])[CH3:2].Cl.C(=O)([O-])O.[Na+].C(OCC)(=O)C, predict the reaction product. The product is: [C:1]([C:5]1[CH:6]=[C:7]([NH:49][S:50]([CH3:53])(=[O:51])=[O:52])[C:8]([O:47][CH3:48])=[C:9]([NH:11][C:12]([C:14]2[N:15]([CH3:46])[C:16]3[C:21]([CH:22]=2)=[CH:20][CH:19]=[CH:18][C:17]=3[CH2:23][N:24]2[CH2:25][CH2:26][N:27]([C:30](=[O:45])[CH2:31][N:32]3[CH2:37][CH2:36][NH:35][CH2:34][CH2:33]3)[CH2:28][CH2:29]2)=[O:13])[CH:10]=1)([CH3:4])([CH3:2])[CH3:3]. (4) The product is: [CH3:1][C:2]1[S:3][C:4]([C:8]2[CH:13]=[CH:12][C:11]([NH:14][C:15]3[S:16][C:29]4[CH2:30][CH2:31][CH2:32][CH:27]([C:23]5[CH:24]=[CH:25][CH:26]=[CH:21][CH:22]=5)[C:28]=4[N:17]=3)=[CH:10][C:9]=2[O:18][CH3:19])=[C:5]([CH3:7])[N:6]=1. Given the reactants [CH3:1][C:2]1[S:3][C:4]([C:8]2[CH:13]=[CH:12][C:11]([NH:14][C:15]([NH2:17])=[S:16])=[CH:10][C:9]=2[O:18][CH3:19])=[C:5]([CH3:7])[N:6]=1.Br[CH:21]1[CH2:26][CH2:25][CH2:24][CH:23]([C:27]2[CH:32]=[CH:31][CH:30]=[CH:29][CH:28]=2)[C:22]1=O, predict the reaction product. (5) Given the reactants [H-].[Na+].[NH2:3][C:4]1[N:9]=[CH:8][C:7]([OH:10])=[CH:6][CH:5]=1.[Cl:11][C:12]1[CH:17]=[C:16](Cl)[N:15]=[CH:14][N:13]=1.O, predict the reaction product. The product is: [Cl:11][C:12]1[N:13]=[CH:14][N:15]=[C:16]([O:10][C:7]2[CH:6]=[CH:5][C:4]([NH2:3])=[N:9][CH:8]=2)[CH:17]=1.